Dataset: Full USPTO retrosynthesis dataset with 1.9M reactions from patents (1976-2016). Task: Predict the reactants needed to synthesize the given product. (1) Given the product [F:1][C:2]1[CH:3]=[C:4]([CH:5]([O:6][CH3:11])[C:17]([OH:18])=[O:15])[CH:7]=[C:8]([F:10])[CH:9]=1, predict the reactants needed to synthesize it. The reactants are: [F:1][C:2]1[CH:3]=[C:4]([CH:7]=[C:8]([F:10])[CH:9]=1)[CH:5]=[O:6].[CH:11](Br)(Br)Br.[OH-:15].[K+].[CH3:17][OH:18]. (2) Given the product [NH2:2][C:1]1([C@@H:3]2[CH2:7][CH2:6][N:5]([CH:8]([C:15]3[CH:20]=[CH:19][CH:18]=[CH:17][CH:16]=3)[C:9]3[CH:10]=[CH:11][CH:12]=[CH:13][CH:14]=3)[CH2:4]2)[CH2:22][CH2:21]1, predict the reactants needed to synthesize it. The reactants are: [C:1]([C@@H:3]1[CH2:7][CH2:6][N:5]([CH:8]([C:15]2[CH:20]=[CH:19][CH:18]=[CH:17][CH:16]=2)[C:9]2[CH:14]=[CH:13][CH:12]=[CH:11][CH:10]=2)[CH2:4]1)#[N:2].[CH2:21]([Mg]Br)[CH3:22].[OH-].[Na+]. (3) Given the product [F:15][C:16]1[CH:17]=[C:18]2[C:19](=[CH:25][CH:26]=1)[C:20](=[O:21])[N:1]([CH2:2][CH:3]([C:9]1([CH3:14])[O:10][CH2:11][CH2:12][O:13]1)[C:4]([O:6][CH2:7][CH3:8])=[O:5])[C:23]2=[O:22], predict the reactants needed to synthesize it. The reactants are: [NH2:1][CH2:2][CH:3]([C:9]1([CH3:14])[O:13][CH2:12][CH2:11][O:10]1)[C:4]([O:6][CH2:7][CH3:8])=[O:5].[F:15][C:16]1[CH:17]=[C:18]2[C:23](=O)[O:22][C:20](=[O:21])[C:19]2=[CH:25][CH:26]=1. (4) Given the product [C:23](=[NH:22])([O:21][CH2:20][CH2:19][C:16]1[CH:17]=[CH:18][C:13]([O:12][C:4]2[CH:5]=[C:6]([C:8]([F:11])([F:10])[F:9])[CH:7]=[C:2]([Cl:1])[CH:3]=2)=[CH:14][CH:15]=1)[NH2:24], predict the reactants needed to synthesize it. The reactants are: [Cl:1][C:2]1[CH:3]=[C:4]([O:12][C:13]2[CH:18]=[CH:17][C:16]([CH2:19][CH2:20][OH:21])=[CH:15][CH:14]=2)[CH:5]=[C:6]([C:8]([F:11])([F:10])[F:9])[CH:7]=1.[N:22]#[C:23][NH2:24].OS(C(F)(F)F)(=O)=O. (5) Given the product [CH3:1][N:2]1[C:3]2[CH:8]=[CH:7][CH:6]=[CH:5][C:4]=2[O:9][CH2:18][CH2:17]1, predict the reactants needed to synthesize it. The reactants are: [CH3:1][NH:2][C:3]1[CH:8]=[CH:7][CH:6]=[CH:5][C:4]=1[OH:9].C([O-])([O-])=O.[K+].[K+].Br[CH:17](Br)[CH3:18]. (6) Given the product [F:27][C:28]1[C:33]([C:2]2[N:6]([S:7]([C:10]3[CH:11]=[N:12][C:13]([CH3:16])=[CH:14][CH:15]=3)(=[O:9])=[O:8])[CH:5]=[C:4]([CH2:17][N:18]([CH3:26])[C:19](=[O:25])[O:20][C:21]([CH3:24])([CH3:23])[CH3:22])[CH:3]=2)=[CH:32][CH:31]=[CH:30][N:29]=1, predict the reactants needed to synthesize it. The reactants are: Br[C:2]1[N:6]([S:7]([C:10]2[CH:11]=[N:12][C:13]([CH3:16])=[CH:14][CH:15]=2)(=[O:9])=[O:8])[CH:5]=[C:4]([CH2:17][N:18]([CH3:26])[C:19](=[O:25])[O:20][C:21]([CH3:24])([CH3:23])[CH3:22])[CH:3]=1.[F:27][C:28]1[C:33](B(O)O)=[CH:32][CH:31]=[CH:30][N:29]=1.C(=O)([O-])[O-].[Na+].[Na+]. (7) Given the product [Cl:8][C:6]1[CH:7]=[C:2]([C:18]2[CH:19]=[CH:20][C:15]([C:12](=[O:14])[CH3:13])=[CH:16][CH:17]=2)[C:3]([O:9][CH2:10][CH3:11])=[N:4][CH:5]=1, predict the reactants needed to synthesize it. The reactants are: Br[C:2]1[C:3]([O:9][CH2:10][CH3:11])=[N:4][CH:5]=[C:6]([Cl:8])[CH:7]=1.[C:12]([C:15]1[CH:20]=[CH:19][C:18](B(O)O)=[CH:17][CH:16]=1)(=[O:14])[CH3:13].C(=O)([O-])[O-].[Na+].[Na+].